This data is from Forward reaction prediction with 1.9M reactions from USPTO patents (1976-2016). The task is: Predict the product of the given reaction. The product is: [CH2:15]([O:14][C:12](=[O:13])[CH2:11][N:6]1[CH2:7][CH2:8][C:3]([F:9])([F:2])[CH2:4][CH2:5]1)[CH3:16]. Given the reactants Cl.[F:2][C:3]1([F:9])[CH2:8][CH2:7][NH:6][CH2:5][CH2:4]1.Br[CH2:11][C:12]([O:14][CH2:15][CH3:16])=[O:13], predict the reaction product.